Dataset: Forward reaction prediction with 1.9M reactions from USPTO patents (1976-2016). Task: Predict the product of the given reaction. (1) Given the reactants [C:1](Cl)(=[O:3])[CH3:2].[NH2:5][C:6]1[CH:15]=[C:14]2[C:9]([C:10](=[O:35])[N:11]([CH2:16][C:17]3([OH:34])[CH2:22][CH2:21][N:20]([C:23](=[O:33])[CH2:24][CH:25]([C:27]4[CH:32]=[CH:31][CH:30]=[CH:29][CH:28]=4)[CH3:26])[CH2:19][CH2:18]3)[CH:12]=[N:13]2)=[CH:8][CH:7]=1.CCN(C(C)C)C(C)C, predict the reaction product. The product is: [OH:34][C:17]1([CH2:16][N:11]2[C:10](=[O:35])[C:9]3[C:14](=[CH:15][C:6]([NH:5][C:1](=[O:3])[CH3:2])=[CH:7][CH:8]=3)[N:13]=[CH:12]2)[CH2:22][CH2:21][N:20]([C:23](=[O:33])[CH2:24][CH:25]([C:27]2[CH:28]=[CH:29][CH:30]=[CH:31][CH:32]=2)[CH3:26])[CH2:19][CH2:18]1. (2) Given the reactants [F:1][C:2]([F:35])([F:34])[CH:3]([C:25]1[CH:30]=[C:29](Cl)[C:28]([Cl:32])=C(Cl)[CH:26]=1)/[CH:4]=[CH:5]/[C:6]1[CH:20]=[CH:19][C:9]([C:10]([NH:12][C:13]2([C:16]([OH:18])=O)[CH2:15][CH2:14]2)=[O:11])=[C:8]([C:21]([F:24])([F:23])[F:22])[CH:7]=1.CCN=C=NCCCN(C)C.[ClH:47].Cl[CH2:49][Cl:50], predict the reaction product. The product is: [F:34][C:2]([F:1])([F:35])[CH:3]([C:25]1[CH:30]=[C:29]([Cl:47])[C:28]([Cl:32])=[C:49]([Cl:50])[CH:26]=1)/[CH:4]=[CH:5]/[C:6]1[CH:20]=[CH:19][C:9]([C:10]2[O:11][C:16](=[O:18])[C:13]3([CH2:15][CH2:14]3)[N:12]=2)=[C:8]([C:21]([F:24])([F:23])[F:22])[CH:7]=1. (3) Given the reactants [C:1]([C:3]1[C:8](F)=[CH:7][C:6]([F:10])=[CH:5][N:4]=1)#[N:2].[NH2:11][CH:12]1[CH2:17][C:16]([CH3:19])([CH3:18])[N:15]([CH3:20])[C:14]([CH3:22])([CH3:21])[CH2:13]1.O.C(OCC)(=O)C, predict the reaction product. The product is: [C:1]([C:3]1[C:8]([NH:11][CH:12]2[CH2:13][C:14]([CH3:21])([CH3:22])[N:15]([CH3:20])[C:16]([CH3:19])([CH3:18])[CH2:17]2)=[CH:7][C:6]([F:10])=[CH:5][N:4]=1)#[N:2]. (4) Given the reactants [N:1]1[CH:6]=[CH:5][CH:4]=[C:3]([C:7]2[CH:8]=[C:9]([CH:13]=[CH:14][CH:15]=2)[C:10]([OH:12])=[O:11])[CH:2]=1.[C:16](Cl)(=O)C(Cl)=O, predict the reaction product. The product is: [N:1]1[CH:6]=[CH:5][CH:4]=[C:3]([C:7]2[CH:8]=[C:9]([CH:13]=[CH:14][CH:15]=2)[C:10]([O:12][CH3:16])=[O:11])[CH:2]=1. (5) Given the reactants [Br:1][C:2]1[CH:3]=[C:4]2[C:9](=[CH:10][C:11]=1[O:12][CH3:13])[CH:8]([C:14]([OH:16])=O)[O:7][CH2:6][CH2:5]2.C1N=CN(C(N2C=NC=C2)=O)C=1.[CH3:29][O:30][NH:31][CH3:32], predict the reaction product. The product is: [Br:1][C:2]1[CH:3]=[C:4]2[C:9](=[CH:10][C:11]=1[O:12][CH3:13])[CH:8]([C:14]([N:31]([CH3:32])[O:30][CH3:29])=[O:16])[O:7][CH2:6][CH2:5]2. (6) Given the reactants [H-].[Na+].[CH2:3]([C:10]1([CH3:18])[NH:15][C:14](=[O:16])CNC1=O)[C:4]1[CH:9]=[CH:8][CH:7]=[CH:6][CH:5]=1.[CH3:19]I.[NH4+].[OH-].[CH3:23][N:24]([CH3:27])[CH:25]=[O:26], predict the reaction product. The product is: [CH2:3]([C:10]1([CH3:18])[N:15]([CH3:19])[C:14](=[O:16])[CH2:23][N:24]([CH3:27])[C:25]1=[O:26])[C:4]1[CH:5]=[CH:6][CH:7]=[CH:8][CH:9]=1. (7) Given the reactants CO[C:3](=[O:14])[C:4]1[C:9]([Cl:10])=[CH:8][C:7]([Br:11])=[CH:6][C:5]=1[CH2:12]Br.[F:15][C:16]1([F:24])[CH2:21][CH2:20][CH:19]([CH2:22][NH2:23])[CH2:18][CH2:17]1.C([O-])([O-])=O.[K+].[K+], predict the reaction product. The product is: [Br:11][C:7]1[CH:6]=[C:5]2[C:4](=[C:9]([Cl:10])[CH:8]=1)[C:3](=[O:14])[N:23]([CH2:22][CH:19]1[CH2:20][CH2:21][C:16]([F:24])([F:15])[CH2:17][CH2:18]1)[CH2:12]2. (8) Given the reactants [CH3:1][O:2][C:3]1[C:4]([O:12][CH2:13][CH2:14][CH3:15])=[C:5]([CH:9]=[CH:10][CH:11]=1)[CH2:6][NH:7][CH3:8].CNCC1C=CC2C(=CC=CC=2)C=1CCC.[ClH:32].[N:33]1([CH2:39][CH2:40][N:41]2[CH2:46][C:45]3[CH:47]=[C:48](/[CH:51]=[CH:52]/[C:53]([OH:55])=O)[CH:49]=[N:50][C:44]=3[NH:43][C:42]2=[O:56])[CH2:38][CH2:37][O:36][CH2:35][CH2:34]1.Cl.CN1CC2C=C(/C=C/C(O)=O)C=NC=2NC(=O)C1, predict the reaction product. The product is: [ClH:32].[CH3:1][O:2][C:3]1[C:4]([O:12][CH2:13][CH2:14][CH3:15])=[C:5]([CH:9]=[CH:10][CH:11]=1)[CH2:6][N:7]([CH3:8])[C:53](=[O:55])/[CH:52]=[CH:51]/[C:48]1[CH:49]=[N:50][C:44]2[NH:43][C:42](=[O:56])[N:41]([CH2:40][CH2:39][N:33]3[CH2:34][CH2:35][O:36][CH2:37][CH2:38]3)[CH2:46][C:45]=2[CH:47]=1. (9) Given the reactants Br[C:2]1[N:7]=[C:6]([C:8]([OH:11])([CH3:10])[CH3:9])[CH:5]=[CH:4][CH:3]=1.[NH2:12][C:13]1[S:14][C:15]([C:21]2[CH:26]=[CH:25][CH:24]=[CH:23][C:22]=2[F:27])=[CH:16][C:17]=1[C:18]([NH2:20])=[O:19], predict the reaction product. The product is: [F:27][C:22]1[CH:23]=[CH:24][CH:25]=[CH:26][C:21]=1[C:15]1[S:14][C:13]([NH:12][C:2]2[CH:3]=[CH:4][CH:5]=[C:6]([C:8]([OH:11])([CH3:10])[CH3:9])[N:7]=2)=[C:17]([C:18]([NH2:20])=[O:19])[CH:16]=1. (10) Given the reactants [NH2:1][C:2]1[C:3]([C:31]([O:33]CC)=O)=[N:4][C:5]([C:15]2[CH:20]=[CH:19][CH:18]=[C:17]([C:21]#[C:22][C@:23]3([OH:30])[CH2:27][CH2:26][N:25]([CH3:28])[C:24]3=[O:29])[CH:16]=2)=[N:6][C:7]=1[O:8][CH:9]1[CH2:14][CH2:13][O:12][CH2:11][CH2:10]1.[NH3:36], predict the reaction product. The product is: [NH2:1][C:2]1[C:3]([C:31]([NH2:36])=[O:33])=[N:4][C:5]([C:15]2[CH:20]=[CH:19][CH:18]=[C:17]([C:21]#[C:22][C@:23]3([OH:30])[CH2:27][CH2:26][N:25]([CH3:28])[C:24]3=[O:29])[CH:16]=2)=[N:6][C:7]=1[O:8][CH:9]1[CH2:14][CH2:13][O:12][CH2:11][CH2:10]1.